Dataset: Forward reaction prediction with 1.9M reactions from USPTO patents (1976-2016). Task: Predict the product of the given reaction. (1) The product is: [Cl:13][C:10]1[C:9]2[C:4](=[CH:5][C:6]([F:15])=[CH:7][C:8]=2[F:14])[N:3]=[C:2]([C:22]2[CH:21]=[CH:20][N:19]=[C:18]([O:17][CH3:16])[CH:23]=2)[C:11]=1[CH3:12]. Given the reactants Cl[C:2]1[C:11]([CH3:12])=[C:10]([Cl:13])[C:9]2[C:4](=[CH:5][C:6]([F:15])=[CH:7][C:8]=2[F:14])[N:3]=1.[CH3:16][O:17][C:18]1[CH:23]=[C:22](B(O)O)[CH:21]=[CH:20][N:19]=1.C(=O)([O-])[O-].[K+].[K+], predict the reaction product. (2) Given the reactants Br[C:2]1[CH:7]=[CH:6][CH:5]=[CH:4][C:3]=1[O:8][CH2:9][CH2:10][CH:11]([CH3:13])[CH3:12].C([Li])CCC.[B:19](OCC)([O:23]CC)[O:20]CC, predict the reaction product. The product is: [CH2:9]([O:8][C:3]1[CH:4]=[CH:5][CH:6]=[CH:7][C:2]=1[B:19]([OH:23])[OH:20])[CH2:10][CH:11]([CH3:13])[CH3:12].